From a dataset of Full USPTO retrosynthesis dataset with 1.9M reactions from patents (1976-2016). Predict the reactants needed to synthesize the given product. (1) Given the product [F:33][C:28]1[CH:27]=[C:26]([CH2:25][C@H:24]([NH:34][C:35](=[O:41])[O:36][C:37]([CH3:40])([CH3:39])[CH3:38])[C:13]2[C:12]([C:6]3[CH:7]=[CH:8][CH:9]=[C:10]4[C:5]=3[N:4]([CH3:42])[N:3]=[C:2]4[NH:1][CH3:43])=[CH:17][CH:16]=[C:15]([C:18]#[C:19][C:20]([OH:23])([CH3:22])[CH3:21])[N:14]=2)[CH:31]=[C:30]([F:32])[CH:29]=1, predict the reactants needed to synthesize it. The reactants are: [NH2:1][C:2]1[C:10]2[C:5](=[C:6]([C:12]3[C:13]([C@@H:24]([NH:34][C:35](=[O:41])[O:36][C:37]([CH3:40])([CH3:39])[CH3:38])[CH2:25][C:26]4[CH:31]=[C:30]([F:32])[CH:29]=[C:28]([F:33])[CH:27]=4)=[N:14][C:15]([C:18]#[C:19][C:20]([OH:23])([CH3:22])[CH3:21])=[CH:16][CH:17]=3)[CH:7]=[CH:8][C:9]=2Cl)[N:4]([CH3:42])[N:3]=1.[CH3:43]NC1C2C(=C(B3OC(C)(C)C(C)(C)O3)C=CC=2)N(C)N=1. (2) Given the product [F:14][C:3]1[C:2]([C:22]2[CH:31]=[CH:30][C:25]([O:26][CH2:27][CH2:28][OH:29])=[CH:24][CH:23]=2)=[C:10]([F:11])[CH:9]=[C:8]2[C:4]=1[C:5]([CH:12]=[O:13])=[CH:6][NH:7]2, predict the reactants needed to synthesize it. The reactants are: Br[C:2]1[C:3]([F:14])=[C:4]2[C:8](=[CH:9][C:10]=1[F:11])[NH:7][CH:6]=[C:5]2[CH:12]=[O:13].CC1(C)COB([C:22]2[CH:31]=[CH:30][C:25]([O:26][CH2:27][CH2:28][OH:29])=[CH:24][CH:23]=2)OC1.C(=O)([O-])[O-].[K+].[K+]. (3) Given the product [CH3:1][C:2]1([CH3:22])[C:10]2[C:5](=[CH:6][C:7]([NH:11][C:12](=[O:20])[C:13]3[CH:18]=[CH:17][N:16]=[CH:15][C:14]=3[F:19])=[CH:8][CH:9]=2)[N:4]([CH2:29][C:30]([F:33])([F:32])[F:31])[C:3]1=[O:21], predict the reactants needed to synthesize it. The reactants are: [CH3:1][C:2]1([CH3:22])[C:10]2[C:5](=[CH:6][C:7]([NH:11][C:12](=[O:20])[C:13]3[CH:18]=[CH:17][N:16]=[CH:15][C:14]=3[F:19])=[CH:8][CH:9]=2)[NH:4][C:3]1=[O:21].FC(F)(F)S(O[CH2:29][C:30]([F:33])([F:32])[F:31])(=O)=O.C(=O)([O-])[O-].[Cs+].[Cs+].O. (4) Given the product [CH:22]1([C:3]([CH:29]2[CH2:30][CH2:31]2)([C:5]2[CH:13]=[C:12]3[C:8]([CH:9]=[C:10]([C:14]4[C:15]5[S:21][CH:20]=[CH:19][C:16]=5[NH:17][N:18]=4)[NH:11]3)=[CH:7][CH:6]=2)[OH:4])[CH2:24][CH2:23]1, predict the reactants needed to synthesize it. The reactants are: CO[C:3]([C:5]1[CH:13]=[C:12]2[C:8]([CH:9]=[C:10]([C:14]3[C:15]4[S:21][CH:20]=[CH:19][C:16]=4[NH:17][N:18]=3)[NH:11]2)=[CH:7][CH:6]=1)=[O:4].[CH:22]1([Mg]Br)[CH2:24][CH2:23]1.O1[CH2:31][CH2:30][CH2:29]C1. (5) Given the product [CH2:1]([NH:5][C:15]([NH:14][C:6](=[O:13])[C:7]1[CH:8]=[CH:9][CH:10]=[CH:11][CH:12]=1)=[S:16])[CH2:2][CH2:3][NH:4][C:15]([NH:14][C:6](=[O:13])[C:7]1[CH:12]=[CH:11][CH:10]=[CH:9][CH:8]=1)=[S:16], predict the reactants needed to synthesize it. The reactants are: [CH2:1]([NH2:5])[CH2:2][CH2:3][NH2:4].[C:6]([N:14]=[C:15]=[S:16])(=[O:13])[C:7]1[CH:12]=[CH:11][CH:10]=[CH:9][CH:8]=1. (6) The reactants are: [F:1][C:2]1[CH:3]=[CH:4][C:5]([O:20][CH3:21])=[C:6]([C:8]([CH3:19])([CH3:18])[CH2:9][C:10]([OH:17])([C:13]([F:16])([F:15])[F:14])[CH:11]=O)[CH:7]=1.[CH3:22][N:23]1[C:31]2[C:26](=[C:27]([NH2:32])[CH:28]=[CH:29][CH:30]=2)[CH:25]=[N:24]1. Given the product [F:1][C:2]1[CH:3]=[CH:4][C:5]([O:20][CH3:21])=[C:6]([C:8]([CH3:18])([CH3:19])[CH2:9][C:10]([C:13]([F:16])([F:15])[F:14])([OH:17])[CH:11]=[N:32][C:27]2[CH:28]=[CH:29][CH:30]=[C:31]3[C:26]=2[CH:25]=[N:24][N:23]3[CH3:22])[CH:7]=1, predict the reactants needed to synthesize it. (7) The reactants are: [OH:1][CH2:2][CH2:3][NH:4][C:5]1[N:6]=[C:7]([C:38]([F:41])([F:40])[F:39])[C:8]2[C:13]([C:14]3[CH:19]=[CH:18][CH:17]=[CH:16][CH:15]=3)=[C:12]([C:20]3[CH:25]=[CH:24][C:23]([C:26]4([NH:30]C(=O)OC(C)(C)C)[CH2:29][CH2:28][CH2:27]4)=[CH:22][CH:21]=3)[O:11][C:9]=2[N:10]=1.[ClH:42].O1CCOCC1.C(OCC)C. Given the product [ClH:42].[NH2:30][C:26]1([C:23]2[CH:22]=[CH:21][C:20]([C:12]3[O:11][C:9]4[N:10]=[C:5]([NH:4][CH2:3][CH2:2][OH:1])[N:6]=[C:7]([C:38]([F:41])([F:39])[F:40])[C:8]=4[C:13]=3[C:14]3[CH:15]=[CH:16][CH:17]=[CH:18][CH:19]=3)=[CH:25][CH:24]=2)[CH2:29][CH2:28][CH2:27]1, predict the reactants needed to synthesize it. (8) The reactants are: [Br:1][C:2]1[CH:3]=[N:4][NH:5][CH:6]=1.Br[CH2:8][C:9]([O:11][C:12]([CH3:15])([CH3:14])[CH3:13])=[O:10]. Given the product [C:12]([O:11][C:9](=[O:10])[CH2:8][N:4]1[CH:3]=[C:2]([Br:1])[CH:6]=[N:5]1)([CH3:15])([CH3:14])[CH3:13], predict the reactants needed to synthesize it. (9) Given the product [C:36]([O:35][C:33]([NH:32][C:4]1[S:3][C:2]([C:48]2[CH:49]=[C:50]([CH3:53])[CH:51]=[CH:52][C:47]=2[F:46])=[N:6][C:5]=1[C:7]([NH:9][C:10]1[CH:11]=[N:12][N:13]([CH3:31])[C:14]=1[N:15]1[CH2:21][C:20]([F:23])([F:22])[CH2:19][N:18]([C:24]([O:26][C:27]([CH3:30])([CH3:29])[CH3:28])=[O:25])[CH2:17][CH2:16]1)=[O:8])=[O:34])([CH3:39])([CH3:38])[CH3:37].[NH2:32][C:4]1[S:3][C:2]([C:48]2[CH:49]=[C:50]([CH3:53])[CH:51]=[CH:52][C:47]=2[F:46])=[N:6][C:5]=1[C:7]([NH:9][C:10]1[CH:11]=[N:12][N:13]([CH3:31])[C:14]=1[N:15]1[CH2:21][C:20]([F:22])([F:23])[CH2:19][N:18]([C:24]([O:26][C:27]([CH3:29])([CH3:28])[CH3:30])=[O:25])[CH2:17][CH2:16]1)=[O:8], predict the reactants needed to synthesize it. The reactants are: Br[C:2]1[S:3][C:4]([NH:32][C:33]([O:35][C:36]([CH3:39])([CH3:38])[CH3:37])=[O:34])=[C:5]([C:7]([NH:9][C:10]2[CH:11]=[N:12][N:13]([CH3:31])[C:14]=2[N:15]2[CH2:21][C:20]([F:23])([F:22])[CH2:19][N:18]([C:24]([O:26][C:27]([CH3:30])([CH3:29])[CH3:28])=[O:25])[CH2:17][CH2:16]2)=[O:8])[N:6]=1.C([O-])([O-])=O.[Na+].[Na+].[F:46][C:47]1[CH:52]=[CH:51][C:50]([CH3:53])=[CH:49][C:48]=1B(O)O. (10) Given the product [NH2:8][CH2:9][C@H:10]([OH:19])[CH2:11][O:12][C:13]1[CH:18]=[CH:17][CH:16]=[CH:15][CH:14]=1, predict the reactants needed to synthesize it. The reactants are: C([N:8](CC1C=CC=CC=1)[CH2:9][C@H:10]([OH:19])[CH2:11][O:12][C:13]1[CH:18]=[CH:17][CH:16]=[CH:15][CH:14]=1)C1C=CC=CC=1.CCOC(C)=O.